This data is from Forward reaction prediction with 1.9M reactions from USPTO patents (1976-2016). The task is: Predict the product of the given reaction. (1) Given the reactants [CH3:1][N:2]([CH3:32])[C:3](=[O:31])[O:4][C:5]1[CH:10]=[CH:9][C:8](/C=C/C(=O)CC(=O)/C=C/C2C=CC(O)=C(OC)C=2)=[CH:7][C:6]=1[O:29][CH3:30].BrCCO.C([O-])([O-])=O.[K+].[K+], predict the reaction product. The product is: [CH3:32][N:2]([CH3:1])[C:3](=[O:31])[O:4][C:5]1[CH:10]=[CH:9][CH:8]=[CH:7][C:6]=1[O:29][CH3:30]. (2) Given the reactants CC1(C)COB([C:8]2[CH:13]=[CH:12][C:11]([C:14]3([OH:18])[CH2:17][O:16][CH2:15]3)=[C:10]([O:19][CH3:20])[CH:9]=2)OC1.Br[C:23]1[CH:24]=[C:25]2[C:29](=[CH:30][C:31]=1[F:32])[NH:28][CH:27]=[C:26]2[CH:33]=[O:34].C(=O)([O-])[O-].[K+].[K+], predict the reaction product. The product is: [F:32][C:31]1[CH:30]=[C:29]2[C:25]([C:26]([CH:33]=[O:34])=[CH:27][NH:28]2)=[CH:24][C:23]=1[C:8]1[CH:13]=[CH:12][C:11]([C:14]2([OH:18])[CH2:15][O:16][CH2:17]2)=[C:10]([O:19][CH3:20])[CH:9]=1. (3) Given the reactants C(C1C=CC(NC2CCC(O[CH2:17][C:18]([N:20]3[CH2:25][CH2:24][N:23]([C:26]4[CH:35]=[CH:34][C:33]5[C:28](=[CH:29][CH:30]=[C:31]([C:36]([F:39])([F:38])[F:37])[CH:32]=5)[N:27]=4)[CH2:22][CH2:21]3)=[O:19])CC2)=CC=1C(F)(F)F)#N.[H-].[Na+].IC, predict the reaction product. The product is: [F:38][C:36]([F:37])([F:39])[C:31]1[CH:32]=[C:33]2[C:28](=[CH:29][CH:30]=1)[N:27]=[C:26]([N:23]1[CH2:22][CH2:21][N:20]([C:18](=[O:19])[CH3:17])[CH2:25][CH2:24]1)[CH:35]=[CH:34]2.